This data is from Forward reaction prediction with 1.9M reactions from USPTO patents (1976-2016). The task is: Predict the product of the given reaction. (1) Given the reactants Br[C:2]1[CH:3]=[CH:4][C:5]([C:8]([NH:10][CH2:11][CH2:12][C:13]([F:16])([F:15])[F:14])=[O:9])=[N:6][CH:7]=1.C([Sn](CCCC)(CCCC)[C:22]([O:24]CC)=[CH2:23])CCC.Cl.C([O-])(O)=O.[Na+], predict the reaction product. The product is: [C:22]([C:2]1[CH:3]=[CH:4][C:5]([C:8]([NH:10][CH2:11][CH2:12][C:13]([F:16])([F:15])[F:14])=[O:9])=[N:6][CH:7]=1)(=[O:24])[CH3:23]. (2) The product is: [F:31][C:32]([F:51])([F:50])[S:33]([O:18][C:15]1[CH2:14][CH2:13][N:12]([C:9]2[CH:10]=[CH:11][C:6]3[N:7]([C:3]([C:2]([F:1])([F:19])[F:20])=[N:4][N:5]=3)[N:8]=2)[CH2:17][CH:16]=1)(=[O:35])=[O:34]. Given the reactants [F:1][C:2]([F:20])([F:19])[C:3]1[N:7]2[N:8]=[C:9]([N:12]3[CH2:17][CH2:16][C:15](=[O:18])[CH2:14][CH2:13]3)[CH:10]=[CH:11][C:6]2=[N:5][N:4]=1.C[Si]([N-][Si](C)(C)C)(C)C.[Li+].[F:31][C:32]([F:51])([F:50])[S:33](N(C1C=CC=CC=1)[S:33]([C:32]([F:51])([F:50])[F:31])(=[O:35])=[O:34])(=[O:35])=[O:34].C(Cl)Cl, predict the reaction product. (3) Given the reactants [CH3:1][C:2]([Si:5]([CH3:30])([CH3:29])[O:6][CH2:7][CH:8]1[NH:13][CH2:12][CH2:11][N:10]([CH2:14][CH2:15][C:16]2[C:17]([F:28])=[CH:18][N:19]=[C:20]3[C:25]=2[N:24]=[C:23]([O:26][CH3:27])[CH:22]=[CH:21]3)[CH2:9]1)([CH3:4])[CH3:3].CC1C=CC(S(N([N:43]=[O:44])C)(=O)=O)=CC=1, predict the reaction product. The product is: [CH3:4][C:2]([Si:5]([CH3:29])([CH3:30])[O:6][CH2:7][CH:8]1[N:13]([N:43]=[O:44])[CH2:12][CH2:11][N:10]([CH2:14][CH2:15][C:16]2[C:17]([F:28])=[CH:18][N:19]=[C:20]3[C:25]=2[N:24]=[C:23]([O:26][CH3:27])[CH:22]=[CH:21]3)[CH2:9]1)([CH3:1])[CH3:3]. (4) Given the reactants [CH3:1][O:2][CH2:3][C@@H:4]([O:7][C:8]1[CH:9]=[C:10]([CH:20]=[C:21]([O:23]CC2C=CC=CC=2)[CH:22]=1)[C:11]([NH:13][C:14]1[CH:18]=[CH:17][N:16]([CH3:19])[N:15]=1)=[O:12])[CH2:5][CH3:6].C1COCC1, predict the reaction product. The product is: [OH:23][C:21]1[CH:20]=[C:10]([CH:9]=[C:8]([O:7][C@H:4]([CH2:3][O:2][CH3:1])[CH2:5][CH3:6])[CH:22]=1)[C:11]([NH:13][C:14]1[CH:18]=[CH:17][N:16]([CH3:19])[N:15]=1)=[O:12]. (5) Given the reactants [CH2:1]([NH2:3])[CH3:2].[N:4]1[CH:9]=[CH:8][CH:7]=[C:6]([CH:10]=O)[CH:5]=1, predict the reaction product. The product is: [CH2:1]([NH:3][CH2:10][C:6]1[CH:5]=[N:4][CH:9]=[CH:8][CH:7]=1)[CH3:2]. (6) Given the reactants C(=O)([O-])[O-].[Na+].[Na+].[O:7]([C:14]1[CH:19]=[CH:18][C:17](B(O)O)=[CH:16][CH:15]=1)[C:8]1[CH:13]=[CH:12][CH:11]=[CH:10][CH:9]=1.Br[C:24]1[C:25]([NH2:31])=[N:26][CH:27]=[C:28]([F:30])[CH:29]=1, predict the reaction product. The product is: [F:30][C:28]1[CH:29]=[C:24]([C:17]2[CH:18]=[CH:19][C:14]([O:7][C:8]3[CH:13]=[CH:12][CH:11]=[CH:10][CH:9]=3)=[CH:15][CH:16]=2)[C:25]([NH2:31])=[N:26][CH:27]=1.